Dataset: NCI-60 drug combinations with 297,098 pairs across 59 cell lines. Task: Regression. Given two drug SMILES strings and cell line genomic features, predict the synergy score measuring deviation from expected non-interaction effect. (1) Drug 1: C1C(C(OC1N2C=NC3=C2NC=NCC3O)CO)O. Drug 2: COCCOC1=C(C=C2C(=C1)C(=NC=N2)NC3=CC=CC(=C3)C#C)OCCOC.Cl. Cell line: OVCAR-4. Synergy scores: CSS=-4.76, Synergy_ZIP=-1.34, Synergy_Bliss=-6.08, Synergy_Loewe=-2.77, Synergy_HSA=-6.17. (2) Drug 1: C1=CC(=CC=C1CCC2=CNC3=C2C(=O)NC(=N3)N)C(=O)NC(CCC(=O)O)C(=O)O. Drug 2: CCC1=C2CN3C(=CC4=C(C3=O)COC(=O)C4(CC)O)C2=NC5=C1C=C(C=C5)O. Cell line: HCC-2998. Synergy scores: CSS=37.5, Synergy_ZIP=-10.2, Synergy_Bliss=-6.24, Synergy_Loewe=1.01, Synergy_HSA=2.18. (3) Drug 1: C1=CC=C(C(=C1)C(C2=CC=C(C=C2)Cl)C(Cl)Cl)Cl. Drug 2: CC1CCCC2(C(O2)CC(NC(=O)CC(C(C(=O)C(C1O)C)(C)C)O)C(=CC3=CSC(=N3)C)C)C. Cell line: RXF 393. Synergy scores: CSS=25.5, Synergy_ZIP=1.33, Synergy_Bliss=0.657, Synergy_Loewe=-26.8, Synergy_HSA=-1.43.